From a dataset of Reaction yield outcomes from USPTO patents with 853,638 reactions. Predict the reaction yield, written as a fraction of the theoretical maximum amount of product (1.0 means a 100% yield; for example, 0.34 means a 34% yield). (1) The reactants are [I:1][C:2]1[C:11]2[C:6](=[CH:7][N:8]=[CH:9][CH:10]=2)[C:5](=[O:12])[NH:4][CH:3]=1.[H-].[Na+].[CH2:15](Br)[C:16]1[CH:21]=[CH:20][CH:19]=[CH:18][CH:17]=1.[NH4+].[Cl-]. The catalyst is CN(C=O)C.O. The product is [CH2:15]([N:4]1[CH:3]=[C:2]([I:1])[C:11]2[C:6](=[CH:7][N:8]=[CH:9][CH:10]=2)[C:5]1=[O:12])[C:16]1[CH:21]=[CH:20][CH:19]=[CH:18][CH:17]=1. The yield is 0.750. (2) The reactants are [CH:1]1([CH2:6][CH:7]([C:11]2[CH:16]=[CH:15][C:14]([N+:17]([O-:19])=[O:18])=[CH:13][CH:12]=2)[C:8]([OH:10])=O)[CH2:5][CH2:4][CH2:3][CH2:2]1.C(Cl)(=O)C(Cl)=O.[NH2:26][C:27]1[S:28][CH:29]=[CH:30][N:31]=1.C(N(CC)C(C)C)(C)C. The catalyst is C(Cl)Cl.CN(C)C=O.O1CCCC1. The product is [CH:1]1([CH2:6][CH:7]([C:11]2[CH:16]=[CH:15][C:14]([N+:17]([O-:19])=[O:18])=[CH:13][CH:12]=2)[C:8]([NH:26][C:27]2[S:28][CH:29]=[CH:30][N:31]=2)=[O:10])[CH2:2][CH2:3][CH2:4][CH2:5]1. The yield is 0.224. (3) The reactants are Cl.[OH:2][C@@H:3]1[C@H:7]([OH:8])[C@@H:6]([CH2:9][OH:10])[NH:5][C@H:4]1[C:11]1[C:15]2[N:16]=[CH:17][NH:18][C:19](=[O:20])[C:14]=2[NH:13][CH:12]=1.O.C(N(CC)CC)C.[CH3:29][C:30]([O:33][C:34](O[C:34]([O:33][C:30]([CH3:32])([CH3:31])[CH3:29])=[O:35])=[O:35])([CH3:32])[CH3:31]. The catalyst is CO. The product is [OH:8][C@H:7]1[C@@H:3]([OH:2])[C@H:4]([C:11]2[C:15]3[N:16]=[CH:17][NH:18][C:19](=[O:20])[C:14]=3[NH:13][CH:12]=2)[N:5]([C:34]([O:33][C:30]([CH3:32])([CH3:31])[CH3:29])=[O:35])[C@@H:6]1[CH2:9][OH:10]. The yield is 0.890. (4) The reactants are [NH2:1][C:2]1[CH:7]=[CH:6][C:5]([CH2:8][C@H:9]([NH:15][C:16]([O:18][C:19]([CH3:22])([CH3:21])[CH3:20])=[O:17])[C:10]([O:12][CH2:13][CH3:14])=[O:11])=[CH:4][CH:3]=1.CC[N:25]([CH:29]([CH3:31])C)[CH:26]([CH3:28])C.CO.C(Cl)Cl. The catalyst is C(OCCO)C. The product is [C:19]([O:18][C:16]([NH:15][C@@H:9]([CH2:8][C:5]1[CH:4]=[CH:3][C:2]([NH:1][C:26]2[C:28]3[C:31](=[CH:29][N:25]=[CH:26][CH:28]=3)[CH:31]=[CH:29][N:25]=2)=[CH:7][CH:6]=1)[C:10]([O:12][CH2:13][CH3:14])=[O:11])=[O:17])([CH3:21])([CH3:20])[CH3:22]. The yield is 0.420. (5) The reactants are C(Cl)(=O)C(Cl)=O.[Br:7][C:8]1[CH:16]=[CH:15][C:11]([C:12](O)=[O:13])=[CH:10][C:9]=1[F:17].Cl.[CH3:19][NH:20][O:21][CH3:22].C(=O)([O-])[O-].[K+].[K+]. The catalyst is C(Cl)Cl.O.CN(C=O)C. The product is [Br:7][C:8]1[CH:16]=[CH:15][C:11]([C:12]([N:20]([O:21][CH3:22])[CH3:19])=[O:13])=[CH:10][C:9]=1[F:17]. The yield is 0.990. (6) The reactants are C(OC([NH:11][C@@H:12]([CH2:24][C:25]1[CH:30]=[CH:29][C:28]([C:31]2[N:36]=[CH:35][C:34]([C:37]3[CH:42]=[CH:41][C:40]([O:43][CH2:44][CH2:45][CH2:46][CH2:47][CH2:48][CH2:49][CH3:50])=[CH:39][CH:38]=3)=[CH:33][N:32]=2)=[CH:27][CH:26]=1)[C:13]([N:15]1[CH2:19][CH2:18][C@H:17]([C:20]([O:22][CH3:23])=[O:21])[CH2:16]1)=[O:14])=O)C1C=CC=CC=1. The catalyst is CO.[Pd]. The product is [NH2:11][C@@H:12]([CH2:24][C:25]1[CH:26]=[CH:27][C:28]([C:31]2[N:36]=[CH:35][C:34]([C:37]3[CH:38]=[CH:39][C:40]([O:43][CH2:44][CH2:45][CH2:46][CH2:47][CH2:48][CH2:49][CH3:50])=[CH:41][CH:42]=3)=[CH:33][N:32]=2)=[CH:29][CH:30]=1)[C:13]([N:15]1[CH2:19][CH2:18][C@H:17]([C:20]([O:22][CH3:23])=[O:21])[CH2:16]1)=[O:14]. The yield is 0.970.